Dataset: Forward reaction prediction with 1.9M reactions from USPTO patents (1976-2016). Task: Predict the product of the given reaction. (1) Given the reactants N1C2C(=NC=CC=2)N([O:10][C:11]2[C:20]3[C:15](=[CH:16][CH:17]=[CH:18][CH:19]=3)[N:14]=[CH:13][N:12]=2)N=1.[N+:21]([C:24]1[CH:25]=[C:26](B(O)O)[CH:27]=[CH:28][CH:29]=1)([O-:23])=[O:22].C([O-])([O-])=O.[Cs+].[Cs+], predict the reaction product. The product is: [N+:21]([C:24]1[CH:29]=[C:28]([CH:27]=[CH:26][CH:25]=1)[O:10][C:11]1[C:20]2[C:15](=[CH:16][CH:17]=[CH:18][CH:19]=2)[N:14]=[CH:13][N:12]=1)([O-:23])=[O:22]. (2) Given the reactants [CH3:1][C:2]1[CH:10]=[CH:9][C:5]2[NH:6][CH:7]=[N:8][C:4]=2[CH:3]=1.C1C(=O)N([I:18])C(=O)C1.CCOC(C)=O.C([O-])(O)=O.[Na+], predict the reaction product. The product is: [I:18][C:3]1[C:4]2[N:8]=[CH:7][NH:6][C:5]=2[CH:9]=[CH:10][C:2]=1[CH3:1]. (3) Given the reactants C[CH2:2][OH:3].[C:4]([C:6]1[CH:11]=[CH:10][C:9]([C:12]2[N:35]=[C:15]3[N:16]=[CH:17][CH:18]=[C:19]([C:20]4[CH:25]=[CH:24][C:23]([O:26][CH:27]([F:29])[F:28])=[C:22]([O:30][CH2:31][CH:32]5[CH2:34][CH2:33]5)[CH:21]=4)[N:14]3[N:13]=2)=[CH:8][N:7]=1)#[N:5].C[Si](Cl)(C)C.C([O-])(O)=[O:42].[Na+], predict the reaction product. The product is: [CH3:2][O:3][C:4]([C:6]1[CH:11]=[CH:10][C:9]([C:12]2[N:35]=[C:15]3[N:16]=[CH:17][CH:18]=[C:19]([C:20]4[CH:25]=[CH:24][C:23]([O:26][CH:27]([F:28])[F:29])=[C:22]([O:30][CH2:31][CH:32]5[CH2:33][CH2:34]5)[CH:21]=4)[N:14]3[N:13]=2)=[CH:8][N:7]=1)=[O:42].[CH:32]1([CH2:31][O:30][C:22]2[CH:21]=[C:20]([C:19]3[N:14]4[N:13]=[C:12]([C:9]5[CH:10]=[CH:11][C:6]([C:4]([NH2:5])=[O:3])=[N:7][CH:8]=5)[N:35]=[C:15]4[N:16]=[CH:17][CH:18]=3)[CH:25]=[CH:24][C:23]=2[O:26][CH:27]([F:29])[F:28])[CH2:33][CH2:34]1.